Dataset: Catalyst prediction with 721,799 reactions and 888 catalyst types from USPTO. Task: Predict which catalyst facilitates the given reaction. (1) Reactant: [NH2:1][C:2]1[CH:3]=[C:4]([C:8]2[CH:9]=[C:10]3[C:15](=[CH:16][N:17]=2)[CH2:14][N:13]([C:18]2[C:23]([F:24])=[C:22]([O:25][CH3:26])[CH:21]=[C:20]([O:27][CH3:28])[C:19]=2[F:29])[C:12](=[O:30])[C:11]23[CH2:32][CH2:31]2)[CH:5]=[CH:6][CH:7]=1.C(N(CC)C(C)C)(C)C.[C:42](Cl)(=[O:45])[CH:43]=[CH2:44]. Product: [F:24][C:23]1[C:22]([O:25][CH3:26])=[CH:21][C:20]([O:27][CH3:28])=[C:19]([F:29])[C:18]=1[N:13]1[C:12](=[O:30])[C:11]2([CH2:32][CH2:31]2)[C:10]2[C:15](=[CH:16][N:17]=[C:8]([C:4]3[CH:3]=[C:2]([NH:1][C:42](=[O:45])[CH:43]=[CH2:44])[CH:7]=[CH:6][CH:5]=3)[CH:9]=2)[CH2:14]1. The catalyst class is: 2. (2) Reactant: [S:1]1[CH2:6][CH2:5][CH:4]([CH:7]=O)[CH2:3][CH2:2]1.Cl.[Br:10][C:11]1[CH:12]=[C:13]([NH:17]N)[CH:14]=[CH:15][CH:16]=1.C(O)(C(F)(F)F)=O.N.O. Product: [Br:10][C:11]1[CH:12]=[C:13]2[N:17]=[CH:7][C:4]3([CH2:5][CH2:6][S:1][CH2:2][CH2:3]3)[C:14]2=[CH:15][CH:16]=1. The catalyst class is: 4. (3) Reactant: [C:1]12([C:10](OC)=[O:11])[CH2:5][C:3]([C:6](OC)=[O:7])([CH2:4]1)[CH2:2]2.[H-].[H-].[H-].[H-].[Li+].[Al+3]. Product: [C:1]12([CH2:10][OH:11])[CH2:5][C:3]([CH2:6][OH:7])([CH2:4]1)[CH2:2]2. The catalyst class is: 1. (4) Reactant: [CH:1]1([S:4]([C:7]2[CH:12]=[CH:11][C:10]([CH:13]([C:21]3[NH:25][C:24]([C:26]4[S:30][C:29]([CH:31]=O)=[N:28][N:27]=4)=[CH:23][CH:22]=3)[CH2:14][CH:15]3[CH2:20][CH2:19][O:18][CH2:17][CH2:16]3)=[CH:9][CH:8]=2)(=[O:6])=[O:5])[CH2:3][CH2:2]1.Cl.[OH:34][CH:35]1[CH2:38][NH:37][CH2:36]1.C(O[BH-](OC(=O)C)OC(=O)C)(=O)C.[Na+].C(=O)([O-])O.[Na+]. Product: [CH:1]1([S:4]([C:7]2[CH:12]=[CH:11][C:10]([CH:13]([C:21]3[NH:25][C:24]([C:26]4[S:30][C:29]([CH2:31][N:37]5[CH2:38][CH:35]([OH:34])[CH2:36]5)=[N:28][N:27]=4)=[CH:23][CH:22]=3)[CH2:14][CH:15]3[CH2:20][CH2:19][O:18][CH2:17][CH2:16]3)=[CH:9][CH:8]=2)(=[O:5])=[O:6])[CH2:3][CH2:2]1. The catalyst class is: 571. (5) Product: [C:1]([C:3]1[CH:4]=[C:5]2[N:11]=[C:10]([C:12]([C:24]3[C:32]([CH2:33][CH3:34])=[CH:31][C:30]([CH3:35])=[C:29]4[C:25]=3[CH:26]=[CH:27][N:28]4[C:36]([O:38][C:39]([CH3:41])([CH3:42])[CH3:40])=[O:37])([N:14]([CH3:51])[S:15]([CH2:18][CH2:19][Si:20]([CH3:23])([CH3:22])[CH3:21])(=[O:17])=[O:16])[CH3:13])[N:9]([CH2:43][O:44][CH2:45][CH2:46][Si:47]([CH3:48])([CH3:49])[CH3:50])[C:6]2=[N:7][CH:8]=1)#[N:2]. The catalyst class is: 95. Reactant: [C:1]([C:3]1[CH:4]=[C:5]2[N:11]=[C:10]([C:12]([C:24]3[C:32]([CH2:33][CH3:34])=[CH:31][C:30]([CH3:35])=[C:29]4[C:25]=3[CH:26]=[CH:27][N:28]4[C:36]([O:38][C:39]([CH3:42])([CH3:41])[CH3:40])=[O:37])([NH:14][S:15]([CH2:18][CH2:19][Si:20]([CH3:23])([CH3:22])[CH3:21])(=[O:17])=[O:16])[CH3:13])[N:9]([CH2:43][O:44][CH2:45][CH2:46][Si:47]([CH3:50])([CH3:49])[CH3:48])[C:6]2=[N:7][CH:8]=1)#[N:2].[C:51](=O)([O-])[O-].[K+].[K+].IC. (6) Product: [C:1]([C:5]1[CH:6]=[CH:7][C:8]([N:11]2[CH2:15][CH2:14][N:13]([C:16]3[CH:17]=[CH:18][C:19]([CH2:20][OH:21])=[CH:24][CH:25]=3)[C:12]2=[O:26])=[CH:9][CH:10]=1)([CH3:4])([CH3:2])[CH3:3]. Reactant: [C:1]([C:5]1[CH:10]=[CH:9][C:8]([N:11]2[CH2:15][CH2:14][N:13]([C:16]3[CH:25]=[CH:24][C:19]([C:20](OC)=[O:21])=[CH:18][CH:17]=3)[C:12]2=[O:26])=[CH:7][CH:6]=1)([CH3:4])([CH3:3])[CH3:2].CC(C[AlH]CC(C)C)C. The catalyst class is: 4. (7) Reactant: [Cl:1][C:2]1[C:3]2[N:11]([C:12]3[C:17]([F:18])=[CH:16][CH:15]=[CH:14][C:13]=3[F:19])[N:10]=[C:9]([C:20]3[CH:25]=[CH:24][C:23]([CH2:26][C:27]#[N:28])=[CH:22][CH:21]=3)[C:4]=2[C:5](=[O:8])[NH:6][CH:7]=1.C(=O)([O-])[O-:30].[K+].[K+].OO.O. Product: [Cl:1][C:2]1[C:3]2[N:11]([C:12]3[C:17]([F:18])=[CH:16][CH:15]=[CH:14][C:13]=3[F:19])[N:10]=[C:9]([C:20]3[CH:25]=[CH:24][C:23]([CH2:26][C:27]([NH2:28])=[O:30])=[CH:22][CH:21]=3)[C:4]=2[C:5](=[O:8])[NH:6][CH:7]=1. The catalyst class is: 16. (8) Reactant: [CH2:1]([N:5]([CH2:15][CH2:16][CH2:17][CH3:18])[C:6]([C:8]1[C:12]([Cl:13])=[C:11]([CH3:14])[NH:10][N:9]=1)=[O:7])[CH2:2][CH2:3][CH3:4].F[C:20]1[CH:27]=[CH:26][C:25]([O:28][CH3:29])=[CH:24][C:21]=1[C:22]#[N:23].C(=O)([O-])[O-].[Cs+].[Cs+]. Product: [CH2:1]([N:5]([CH2:15][CH2:16][CH2:17][CH3:18])[C:6]([C:8]1[C:12]([Cl:13])=[C:11]([CH3:14])[N:10]([C:20]2[CH:27]=[CH:26][C:25]([O:28][CH3:29])=[CH:24][C:21]=2[C:22]#[N:23])[N:9]=1)=[O:7])[CH2:2][CH2:3][CH3:4]. The catalyst class is: 9.